Dataset: NCI-60 drug combinations with 297,098 pairs across 59 cell lines. Task: Regression. Given two drug SMILES strings and cell line genomic features, predict the synergy score measuring deviation from expected non-interaction effect. (1) Drug 1: CC1C(C(=O)NC(C(=O)N2CCCC2C(=O)N(CC(=O)N(C(C(=O)O1)C(C)C)C)C)C(C)C)NC(=O)C3=C4C(=C(C=C3)C)OC5=C(C(=O)C(=C(C5=N4)C(=O)NC6C(OC(=O)C(N(C(=O)CN(C(=O)C7CCCN7C(=O)C(NC6=O)C(C)C)C)C)C(C)C)C)N)C. Drug 2: C1CN1P(=S)(N2CC2)N3CC3. Cell line: MDA-MB-435. Synergy scores: CSS=18.6, Synergy_ZIP=-7.02, Synergy_Bliss=-2.67, Synergy_Loewe=-18.8, Synergy_HSA=-0.365. (2) Drug 1: CC1=C(N=C(N=C1N)C(CC(=O)N)NCC(C(=O)N)N)C(=O)NC(C(C2=CN=CN2)OC3C(C(C(C(O3)CO)O)O)OC4C(C(C(C(O4)CO)O)OC(=O)N)O)C(=O)NC(C)C(C(C)C(=O)NC(C(C)O)C(=O)NCCC5=NC(=CS5)C6=NC(=CS6)C(=O)NCCC[S+](C)C)O. Drug 2: CN(C(=O)NC(C=O)C(C(C(CO)O)O)O)N=O. Cell line: MDA-MB-231. Synergy scores: CSS=23.6, Synergy_ZIP=-8.84, Synergy_Bliss=-1.87, Synergy_Loewe=-15.1, Synergy_HSA=1.47. (3) Drug 1: CC1CCC2CC(C(=CC=CC=CC(CC(C(=O)C(C(C(=CC(C(=O)CC(OC(=O)C3CCCCN3C(=O)C(=O)C1(O2)O)C(C)CC4CCC(C(C4)OC)OCCO)C)C)O)OC)C)C)C)OC. Drug 2: C(CCl)NC(=O)N(CCCl)N=O. Cell line: 786-0. Synergy scores: CSS=19.6, Synergy_ZIP=-5.57, Synergy_Bliss=-1.82, Synergy_Loewe=-21.1, Synergy_HSA=-0.697. (4) Drug 1: C1=C(C(=O)NC(=O)N1)F. Drug 2: CC(C)NC(=O)C1=CC=C(C=C1)CNNC.Cl. Cell line: SF-539. Synergy scores: CSS=43.5, Synergy_ZIP=-6.30, Synergy_Bliss=-13.9, Synergy_Loewe=-20.8, Synergy_HSA=-13.8. (5) Drug 1: C1=NC2=C(N1)C(=S)N=C(N2)N. Drug 2: C1=NC2=C(N1)C(=S)N=CN2. Cell line: KM12. Synergy scores: CSS=41.1, Synergy_ZIP=-10.6, Synergy_Bliss=-11.7, Synergy_Loewe=-9.29, Synergy_HSA=-6.40.